From a dataset of Retrosynthesis with 50K atom-mapped reactions and 10 reaction types from USPTO. Predict the reactants needed to synthesize the given product. (1) Given the product CCNC(=O)c1ccc(N2CCN(Cc3cnc4c(c3)NC(=O)[C@@H]3CCCN43)CC2)c(F)c1, predict the reactants needed to synthesize it. The reactants are: CCNC(=O)c1ccc(N2CCNCC2)c(F)c1.O=C1Nc2cc(CO)cnc2N2CCC[C@@H]12. (2) Given the product COc1ccc(CN2CCN(C(=O)c3ccc(-c4cnc5c(c4)N(Cc4cc(Cl)ccc4C(F)(F)F)CCN5)cc3)CC2)cc1, predict the reactants needed to synthesize it. The reactants are: COc1ccc(CN2CCNCC2)cc1.O=C(O)c1ccc(-c2cnc3c(c2)N(Cc2cc(Cl)ccc2C(F)(F)F)CCN3)cc1. (3) The reactants are: Brc1cccnc1.CC1Cc2ccc(C(F)(F)F)cc2C(=O)N1. Given the product CC1Cc2ccc(C(F)(F)F)cc2C(=O)N1c1cccnc1, predict the reactants needed to synthesize it. (4) Given the product C=C(CCCCCCCCCCCCCCCC)CC(CO)COCCCCCCCCCCCCCCCC, predict the reactants needed to synthesize it. The reactants are: C=C(CCCCCCCCCCCCCCCC)CC(CO)CO.CCCCCCCCCCCCCCCCBr. (5) The reactants are: CCOC(=O)Cl.Nc1nc2cc(-c3cccnc3)cc(-c3ccccn3)c2s1. Given the product CCOC(=O)Nc1nc2cc(-c3cccnc3)cc(-c3ccccn3)c2s1, predict the reactants needed to synthesize it. (6) Given the product CCc1sc(C(=O)O)cc1-c1ccnn1C, predict the reactants needed to synthesize it. The reactants are: CCc1sc(C(=O)OC)cc1-c1ccnn1C.